Dataset: Catalyst prediction with 721,799 reactions and 888 catalyst types from USPTO. Task: Predict which catalyst facilitates the given reaction. (1) Reactant: [CH:1]1([N:6]2[C:11](=[O:12])[C:10]([C:13]([NH:15][CH2:16][C:17]([O:19]CC)=[O:18])=[O:14])=[C:9]([OH:22])[C:8]([C:23]([O:25]C)=O)=[C:7]2[OH:27])[CH2:5][CH2:4][CH2:3][CH2:2]1.[NH2:28][C:29]1[CH:30]=[N:31][CH:32]=[CH:33][CH:34]=1.Cl. Product: [CH:1]1([N:6]2[C:7]([OH:27])=[C:8]([C:23]([NH:28][C:29]3[CH:30]=[N:31][CH:32]=[CH:33][CH:34]=3)=[O:25])[C:9]([OH:22])=[C:10]([C:13]([NH:15][CH2:16][C:17]([OH:19])=[O:18])=[O:14])[C:11]2=[O:12])[CH2:2][CH2:3][CH2:4][CH2:5]1. The catalyst class is: 22. (2) Reactant: B(Br)(Br)Br.C[O:6][C:7]1[CH:12]=[CH:11][C:10]([S:13][C:14]2[CH:21]=[CH:20][C:17]([C:18]#[N:19])=[CH:16][CH:15]=2)=[CH:9][CH:8]=1.C(=O)(O)[O-].[Na+]. Product: [OH:6][C:7]1[CH:12]=[CH:11][C:10]([S:13][C:14]2[CH:21]=[CH:20][C:17]([C:18]#[N:19])=[CH:16][CH:15]=2)=[CH:9][CH:8]=1. The catalyst class is: 2. (3) Reactant: [Br:1][C:2]1[CH:34]=[CH:33][C:5]([O:6][C:7]2[CH:12]=[CH:11][C:10]([CH2:13][N:14]([CH2:16][C@H:17]3[CH2:21][CH2:20][CH2:19][N:18]3[CH2:22][C:23]3[CH:32]=[CH:31][C:26]([C:27]([O:29]C)=[O:28])=[CH:25][CH:24]=3)[CH3:15])=[CH:9][CH:8]=2)=[CH:4][CH:3]=1.[OH-].[Li+]. The catalyst class is: 36. Product: [Br:1][C:2]1[CH:3]=[CH:4][C:5]([O:6][C:7]2[CH:12]=[CH:11][C:10]([CH2:13][N:14]([CH2:16][C@H:17]3[CH2:21][CH2:20][CH2:19][N:18]3[CH2:22][C:23]3[CH:24]=[CH:25][C:26]([C:27]([OH:29])=[O:28])=[CH:31][CH:32]=3)[CH3:15])=[CH:9][CH:8]=2)=[CH:33][CH:34]=1. (4) Reactant: F[C:2](F)(F)[C:3]([O:5][C:6](=O)[C:7](F)(F)F)=[O:4].[Br:14][C:15]1[CH:16]=[C:17]2[C:21](=[CH:22][CH:23]=1)[NH:20][CH:19]=C2.Cl.[OH-].[Na+]. Product: [CH2:6]([O:5][C:3]([C:2]1[C:17]2[C:21](=[CH:22][CH:23]=[C:15]([Br:14])[CH:16]=2)[NH:20][CH:19]=1)=[O:4])[CH3:7]. The catalyst class is: 35. (5) Reactant: [F:1][C:2]([F:13])([C:6]1[CH:11]=[CH:10][C:9]([F:12])=[CH:8][CH:7]=1)[C:3]([OH:5])=O.N1C=CC=CC=1.[NH2:20][C:21]1[CH:25]=[CH:24][S:23][C:22]=1[C:26]([NH2:28])=[O:27]. Product: [F:13][C:2]([F:1])([C:6]1[CH:11]=[CH:10][C:9]([F:12])=[CH:8][CH:7]=1)[C:3]([NH:20][C:21]1[CH:25]=[CH:24][S:23][C:22]=1[C:26]([NH2:28])=[O:27])=[O:5]. The catalyst class is: 3. (6) Reactant: [CH2:1]([O:3][C:4]1[CH:5]=[C:6]([CH:15]=[CH:16][C:17]=1[O:18][CH3:19])[CH2:7][N:8]1[CH2:13][CH2:12][CH:11]([NH2:14])[CH2:10][CH2:9]1)[CH3:2].[H-].[Na+].Cl[C:23]1[N:24]=[CH:25][C:26]2[C:31]([CH3:33])([CH3:32])[O:30][C:29]([CH3:35])([CH3:34])[C:27]=2[N:28]=1. The catalyst class is: 3. Product: [CH2:1]([O:3][C:4]1[CH:5]=[C:6]([CH:15]=[CH:16][C:17]=1[O:18][CH3:19])[CH2:7][N:8]1[CH2:9][CH2:10][CH:11]([NH:14][C:23]2[N:24]=[CH:25][C:26]3[C:31]([CH3:33])([CH3:32])[O:30][C:29]([CH3:35])([CH3:34])[C:27]=3[N:28]=2)[CH2:12][CH2:13]1)[CH3:2]. (7) Reactant: C(OC([N:8]1[CH2:13][CH2:12][CH2:11][CH:10]([C:14]2[CH:19]=[CH:18][CH:17]=[C:16]([NH:20][S:21]([C:24]3[CH:29]=[CH:28][C:27]([O:30][C:31]([F:34])([F:33])[F:32])=[CH:26][CH:25]=3)(=[O:23])=[O:22])[CH:15]=2)[CH2:9]1)=O)(C)(C)C.FC(F)(F)C(O)=O. Product: [NH:8]1[CH2:13][CH2:12][CH2:11][CH:10]([C:14]2[CH:15]=[C:16]([NH:20][S:21]([C:24]3[CH:29]=[CH:28][C:27]([O:30][C:31]([F:34])([F:32])[F:33])=[CH:26][CH:25]=3)(=[O:23])=[O:22])[CH:17]=[CH:18][CH:19]=2)[CH2:9]1. The catalyst class is: 4. (8) Reactant: [NH2:1][C:2]1[CH:3]=[CH:4][C:5]([C:8]2[N:13]=[C:12]([OH:14])[C:11]([CH2:15][C:16]3[CH:21]=[CH:20][CH:19]=[CH:18][CH:17]=3)=[C:10]([CH3:22])[N:9]=2)=[N:6][CH:7]=1.C(N(CC)CC)C.[Cl:30][CH2:31][C:32](Cl)=[O:33]. Product: [CH2:15]([C:11]1[C:12]([OH:14])=[N:13][C:8]([C:5]2[N:6]=[CH:7][C:2]([NH:1][C:32](=[O:33])[CH2:31][Cl:30])=[CH:3][CH:4]=2)=[N:9][C:10]=1[CH3:22])[C:16]1[CH:17]=[CH:18][CH:19]=[CH:20][CH:21]=1. The catalyst class is: 1.